This data is from Full USPTO retrosynthesis dataset with 1.9M reactions from patents (1976-2016). The task is: Predict the reactants needed to synthesize the given product. (1) Given the product [CH:1]1[C:6]([Cl:7])=[C:5]([NH:8][C:9]2[C:14]([N+:15]([O-:17])=[O:16])=[C:13]([Cl:18])[C:12]([C:19]([F:20])([F:21])[F:22])=[CH:11][C:10]=2[N+:23]([O-:25])=[O:24])[N:4]=[CH:3][C:2]=1[C:26]([F:29])([F:27])[F:28].[C:30]1([O:40][CH3:41])[C:31](=[CH:33][CH:34]=[C:35]([CH:39]=1)[CH2:36][CH:37]=[CH2:38])[OH:32], predict the reactants needed to synthesize it. The reactants are: [CH:1]1[C:6]([Cl:7])=[C:5]([NH:8][C:9]2[C:14]([N+:15]([O-:17])=[O:16])=[C:13]([Cl:18])[C:12]([C:19]([F:22])([F:21])[F:20])=[CH:11][C:10]=2[N+:23]([O-:25])=[O:24])[N:4]=[CH:3][C:2]=1[C:26]([F:29])([F:28])[F:27].[C:30]1([O:40][CH3:41])[C:31](=[CH:33][CH:34]=[C:35]([CH:39]=1)[CH2:36][CH:37]=[CH2:38])[OH:32].C(O)C(O)C. (2) The reactants are: Cl.[CH:2]1([CH2:5][O:6][C:7]2[CH:12]=[CH:11][C:10]([O:13][CH3:14])=[CH:9][C:8]=2[C:15]2[CH:20]=[CH:19][N:18]=[C:17]3[C:21]([C:25]([NH:27][CH:28]4[CH2:33][CH2:32][NH:31][CH2:30][CH2:29]4)=[O:26])=[C:22]([CH3:24])[NH:23][C:16]=23)[CH2:4][CH2:3]1.C([O:37][CH2:38][C:39](Cl)=[O:40])(=O)C. Given the product [CH:2]1([CH2:5][O:6][C:7]2[CH:12]=[CH:11][C:10]([O:13][CH3:14])=[CH:9][C:8]=2[C:15]2[CH:20]=[CH:19][N:18]=[C:17]3[C:21]([C:25]([NH:27][CH:28]4[CH2:29][CH2:30][N:31]([C:38](=[O:37])[CH2:39][OH:40])[CH2:32][CH2:33]4)=[O:26])=[C:22]([CH3:24])[NH:23][C:16]=23)[CH2:4][CH2:3]1, predict the reactants needed to synthesize it. (3) Given the product [CH2:1]([CH:8]1[C:17](=[O:18])[C:16]2[C:11](=[CH:12][C:13]([O:23][CH3:24])=[C:14]([O:21][CH3:22])[C:15]=2[OH:19])[O:10][CH2:9]1)[C:2]1[CH:3]=[CH:4][CH:5]=[CH:6][CH:7]=1, predict the reactants needed to synthesize it. The reactants are: [CH2:1]([CH:8]1[C:17](=[O:18])[C:16]2[C:11](=[CH:12][C:13]([O:23][CH3:24])=[C:14]([O:21][CH3:22])[C:15]=2[O:19]C)[O:10][CH2:9]1)[C:2]1[CH:7]=[CH:6][CH:5]=[CH:4][CH:3]=1.Br. (4) Given the product [NH2:1][C:2]1[N:7]=[CH:6][N:5]=[C:4]2[N:8]([C@@H:30]3[CH2:35][CH2:34][CH2:33][N:32]([C:36](=[O:40])[C:37]([C:38]#[N:39])=[CH:41][C:42]([CH3:46])([CH3:45])[CH3:43])[CH2:31]3)[N:9]=[C:10]([C:11]3[CH:12]=[CH:13][C:14]([NH:17][C:18](=[O:29])[C:19]4[CH:20]=[CH:21][C:22]([C:25]([F:28])([F:27])[F:26])=[CH:23][CH:24]=4)=[CH:15][CH:16]=3)[C:3]=12, predict the reactants needed to synthesize it. The reactants are: [NH2:1][C:2]1[N:7]=[CH:6][N:5]=[C:4]2[N:8]([CH:30]3[CH2:35][CH2:34][CH2:33][N:32]([C:36](=[O:40])[CH2:37][C:38]#[N:39])[CH2:31]3)[N:9]=[C:10]([C:11]3[CH:16]=[CH:15][C:14]([NH:17][C:18](=[O:29])[C:19]4[CH:24]=[CH:23][C:22]([C:25]([F:28])([F:27])[F:26])=[CH:21][CH:20]=4)=[CH:13][CH:12]=3)[C:3]=12.[CH3:41][C:42]([CH3:46])([CH3:45])[CH:43]=O.N1CCCCC1. (5) Given the product [NH2:1][C:2]1[N:7]=[C:6]([CH3:8])[C:5]([CH2:9][CH2:10][CH2:11][N:12]([CH2:13][C:14]2[CH:15]=[C:16]([CH2:20][C:21]([O:23][CH3:24])=[O:22])[CH:17]=[CH:18][CH:19]=2)[S:37]([C:35]2[N:34]=[CH:33][N:32]([CH3:31])[CH:36]=2)(=[O:39])=[O:38])=[C:4]([NH:25][CH2:26][CH2:27][CH2:28][CH2:29][CH3:30])[N:3]=1, predict the reactants needed to synthesize it. The reactants are: [NH2:1][C:2]1[N:7]=[C:6]([CH3:8])[C:5]([CH2:9][CH2:10][CH2:11][NH:12][CH2:13][C:14]2[CH:15]=[C:16]([CH2:20][C:21]([O:23][CH3:24])=[O:22])[CH:17]=[CH:18][CH:19]=2)=[C:4]([NH:25][CH2:26][CH2:27][CH2:28][CH2:29][CH3:30])[N:3]=1.[CH3:31][N:32]1[CH:36]=[C:35]([S:37](Cl)(=[O:39])=[O:38])[N:34]=[CH:33]1.